This data is from Full USPTO retrosynthesis dataset with 1.9M reactions from patents (1976-2016). The task is: Predict the reactants needed to synthesize the given product. (1) Given the product [NH2:3][C:4]1[N:9]=[CH:8][N:7]=[C:6]2[N:10]([CH2:18][C:19]([N:34]3[CH2:35][CH2:36][N:31]([C:28]4[CH:29]=[CH:30][C:25]([Cl:24])=[C:26]([O:39][CH3:40])[CH:27]=4)[CH2:32][C:33]3([CH3:38])[CH3:37])=[O:21])[N:11]=[C:12]([C:13]3[NH:17][CH:16]=[CH:15][N:14]=3)[C:5]=12, predict the reactants needed to synthesize it. The reactants are: Cl.Cl.[NH2:3][C:4]1[N:9]=[CH:8][N:7]=[C:6]2[N:10]([CH2:18][C:19]([OH:21])=O)[N:11]=[C:12]([C:13]3[NH:14][CH:15]=[CH:16][N:17]=3)[C:5]=12.Cl.Cl.[Cl:24][C:25]1[CH:30]=[CH:29][C:28]([N:31]2[CH2:36][CH2:35][NH:34][C:33]([CH3:38])([CH3:37])[CH2:32]2)=[CH:27][C:26]=1[O:39][CH3:40].C(N(CC)C(C)C)(C)C.CN(C(ON1N=NC2C=CC=CC1=2)=[N+](C)C)C.F[P-](F)(F)(F)(F)F. (2) The reactants are: [H-].[Na+].[O:3]=[C:4]([CH2:12][C:13]1[CH:18]=[CH:17][CH:16]=[CH:15][CH:14]=1)[CH2:5]P(=O)(OC)OC.[CH3:19][O:20][C:21](=[O:37])[CH2:22][CH2:23][CH2:24][C:25]#[C:26][CH2:27][N:28]1[C:33](=[O:34])[CH2:32][CH2:31][CH2:30][C@@H:29]1[CH:35]=O. Given the product [CH3:19][O:20][C:21](=[O:37])[CH2:22][CH2:23][CH2:24][C:25]#[C:26][CH2:27][N:28]1[C@@H:29](/[CH:35]=[CH:5]/[C:4](=[O:3])[CH2:12][C:13]2[CH:14]=[CH:15][CH:16]=[CH:17][CH:18]=2)[CH2:30][CH2:31][CH2:32][C:33]1=[O:34], predict the reactants needed to synthesize it. (3) The reactants are: F.F.F.C(N(CC)CC)C.[C:11]([NH:14][CH2:15][CH2:16][CH2:17][S:18]([O:21][CH2:22][C:23]([CH3:45])([CH3:44])[C@@H:24]([O:36][Si](C)(C)C(C)(C)C)[C:25]([O:27][CH2:28][C:29]1[O:30][C:31](=[O:35])[O:32][C:33]=1[CH3:34])=[O:26])(=[O:20])=[O:19])(=[O:13])[CH3:12]. Given the product [C:11]([NH:14][CH2:15][CH2:16][CH2:17][S:18]([O:21][CH2:22][C:23]([CH3:45])([CH3:44])[C@@H:24]([OH:36])[C:25]([O:27][CH2:28][C:29]1[O:30][C:31](=[O:35])[O:32][C:33]=1[CH3:34])=[O:26])(=[O:19])=[O:20])(=[O:13])[CH3:12], predict the reactants needed to synthesize it. (4) The reactants are: [CH3:1][C:2]1[C:10]([CH3:12])([CH3:11])[C:9]2[C:4](=[CH:5][CH:6]=[C:7]([S:13]([O-:16])(=[O:15])=[O:14])[CH:8]=2)[N+:3]=1[CH2:17][CH2:18][CH2:19][S:20]([O-:23])(=[O:22])=[O:21].[Na+:24].[CH2:25]1COS(=O)(=O)CC1. Given the product [CH3:1][C:2]1[C:10]([CH3:11])([CH3:12])[C:9]2[C:4](=[CH:5][CH:6]=[C:7]([S:13]([O-:16])(=[O:15])=[O:14])[CH:8]=2)[N+:3]=1[CH2:17][CH2:18][CH:19]([S:20]([O-:23])(=[O:22])=[O:21])[CH3:25].[Na+:24], predict the reactants needed to synthesize it. (5) Given the product [Cl:14][C:15]1[N:20]=[CH:19][C:18]([S:21]([N:11]2[CH2:12][CH2:13][CH:8]([N:5]3[CH2:6][CH2:7][CH:2]([CH3:1])[CH2:3][CH2:4]3)[CH2:9][CH2:10]2)(=[O:23])=[O:22])=[CH:17][CH:16]=1, predict the reactants needed to synthesize it. The reactants are: [CH3:1][CH:2]1[CH2:7][CH2:6][N:5]([CH:8]2[CH2:13][CH2:12][NH:11][CH2:10][CH2:9]2)[CH2:4][CH2:3]1.[Cl:14][C:15]1[N:20]=[CH:19][C:18]([S:21](Cl)(=[O:23])=[O:22])=[CH:17][CH:16]=1. (6) The reactants are: C(=O)([O-])[O-].[Na+].[Na+].[Cl:7][C:8]1[N:13]=[C:12](Cl)[C:11]([C:15]([NH:17][CH:18]2[CH2:23][CH2:22][CH2:21][CH2:20][CH2:19]2)=[O:16])=[CH:10][N:9]=1.[CH2:24]([SH:27])[CH2:25][CH3:26]. Given the product [Cl:7][C:8]1[N:13]=[C:12]([S:27][CH2:24][CH2:25][CH3:26])[C:11]([C:15]([NH:17][CH:18]2[CH2:23][CH2:22][CH2:21][CH2:20][CH2:19]2)=[O:16])=[CH:10][N:9]=1, predict the reactants needed to synthesize it.